This data is from Forward reaction prediction with 1.9M reactions from USPTO patents (1976-2016). The task is: Predict the product of the given reaction. (1) Given the reactants [CH3:1][N:2]1[C:7](=[O:8])[CH2:6][CH:5]([C:9]2[CH:14]=[CH:13][C:12]([N+:15]([O-])=O)=[CH:11][CH:10]=2)[CH2:4][C:3]1=[O:18], predict the reaction product. The product is: [NH2:15][C:12]1[CH:11]=[CH:10][C:9]([CH:5]2[CH2:4][C:3](=[O:18])[N:2]([CH3:1])[C:7](=[O:8])[CH2:6]2)=[CH:14][CH:13]=1. (2) Given the reactants [Cl:1][C:2]1[CH:11]=[C:10]([S:12]([NH:15][C:16]2[S:17][C:18]([Cl:21])=[CH:19][N:20]=2)(=[O:14])=[O:13])[CH:9]=[CH:8][C:3]=1[C:4]([O:6]C)=[O:5].[OH-].[Na+].Cl, predict the reaction product. The product is: [Cl:1][C:2]1[CH:11]=[C:10]([S:12]([NH:15][C:16]2[S:17][C:18]([Cl:21])=[CH:19][N:20]=2)(=[O:13])=[O:14])[CH:9]=[CH:8][C:3]=1[C:4]([OH:6])=[O:5].